This data is from Reaction yield outcomes from USPTO patents with 853,638 reactions. The task is: Predict the reaction yield, written as a fraction of the theoretical maximum amount of product (1.0 means a 100% yield; for example, 0.34 means a 34% yield). (1) The reactants are [Cl:1][C:2]1[CH:3]=[C:4]([CH2:9][N:10]2[C:14]([CH3:15])=[C:13]([C:16]([NH:18][C:19]3[S:20][C:21]([CH:24]=[O:25])=[CH:22][N:23]=3)=[O:17])[N:12]=[N:11]2)[CH:5]=[CH:6][C:7]=1[Cl:8].[BH4-].[Na+]. The catalyst is C(Cl)Cl.CO. The product is [Cl:1][C:2]1[CH:3]=[C:4]([CH2:9][N:10]2[C:14]([CH3:15])=[C:13]([C:16]([NH:18][C:19]3[S:20][C:21]([CH2:24][OH:25])=[CH:22][N:23]=3)=[O:17])[N:12]=[N:11]2)[CH:5]=[CH:6][C:7]=1[Cl:8]. The yield is 0.670. (2) The reactants are [O:1]=[C:2]1[CH2:22][CH2:21][C:5]2([CH2:10][CH2:9][N:8]([C:11]([O:13][CH2:14][C:15]3[CH:20]=[CH:19][CH:18]=[CH:17][CH:16]=3)=[O:12])[CH2:7][CH2:6]2)[CH:4]=[CH:3]1.[CH3:23][N:24]([CH:26](N(C)C)N(C)C)[CH3:25]. The catalyst is C1(C)C=CC=CC=1. The product is [CH3:23][N:24]([CH:26]=[C:22]1[CH2:21][C:5]2([CH2:10][CH2:9][N:8]([C:11]([O:13][CH2:14][C:15]3[CH:16]=[CH:17][CH:18]=[CH:19][CH:20]=3)=[O:12])[CH2:7][CH2:6]2)[CH:4]=[CH:3][C:2]1=[O:1])[CH3:25]. The yield is 1.00. (3) The reactants are Br[CH2:2][CH2:3]Br.C[Si](Cl)(C)C.[CH3:10][O:11][C:12](=[O:22])/[C:13](/I)=[CH:14]\[CH:15]1[CH2:20][CH2:19][CH2:18][CH2:17][CH2:16]1.[C:23]1(P([C:23]2[CH:28]=[CH:27][CH:26]=[CH:25][CH:24]=2)[C:23]2[CH:28]=[CH:27][CH:26]=[CH:25][CH:24]=2)[CH:28]=[CH:27][CH:26]=[CH:25][CH:24]=1.[NH:42]1C=[N:45][N:44]=[N:43]1.[Cl-:47].[NH4+]. The catalyst is O1CCCC1.[Zn].C1C=CC(/C=C/C(/C=C/C2C=CC=CC=2)=O)=CC=1.C1C=CC(/C=C/C(/C=C/C2C=CC=CC=2)=O)=CC=1.[Pd]. The product is [CH3:10][O:11][C:12](=[O:22])/[C:13](/[C:27]1[CH:26]=[CH:25][C:24]([N:42]2[C:2]([CH3:3])=[N:45][N:44]=[N:43]2)=[C:23]([Cl:47])[CH:28]=1)=[CH:14]/[CH:15]1[CH2:20][CH2:19][CH2:18][CH2:17][CH2:16]1. The yield is 0.640. (4) The reactants are [CH2:1]([O:3][C:4](=[O:31])[CH2:5][N:6]1[C:14]2[C:9](=[C:10]([Br:15])[CH:11]=[CH:12][CH:13]=2)[C:8]([C:18]2[C:19]([OH:29])=[CH:20][C:21]3[O:25][C:24]([CH3:27])([CH3:26])[CH2:23][C:22]=3[CH:28]=2)([CH2:16]O)[C:7]1=[O:30])[CH3:2].C1(CCN2C3C(=CC=CC=3)C(C3C(O)=CC4OCOC=4C=3)(CO)C2=O)CC1. No catalyst specified. The product is [CH2:1]([O:3][C:4](=[O:31])[CH2:5][N:6]1[C:14]2[C:9](=[C:10]([Br:15])[CH:11]=[CH:12][CH:13]=2)[C:8]2([CH2:16][O:29][C:19]3[CH:20]=[C:21]4[C:22](=[CH:28][C:18]2=3)[CH2:23][C:24]([CH3:27])([CH3:26])[O:25]4)[C:7]1=[O:30])[CH3:2]. The yield is 0.520. (5) The reactants are [CH3:1][C:2]1[CH:8]=[CH:7][C:5]([NH2:6])=[CH:4][C:3]=1[B:9]1[O:13][C:12]([CH3:15])([CH3:14])[C:11]([CH3:17])([CH3:16])[O:10]1.[F:18][C:19]([F:30])([F:29])[C:20]1[CH:21]=[C:22]([CH:26]=[CH:27][CH:28]=1)[C:23](Cl)=[O:24]. The catalyst is C1COCC1. The product is [CH3:1][C:2]1[CH:8]=[CH:7][C:5]([NH:6][C:23](=[O:24])[C:22]2[CH:26]=[CH:27][CH:28]=[C:20]([C:19]([F:18])([F:29])[F:30])[CH:21]=2)=[CH:4][C:3]=1[B:9]1[O:10][C:11]([CH3:17])([CH3:16])[C:12]([CH3:15])([CH3:14])[O:13]1. The yield is 0.960. (6) The reactants are [C:1]1(B(O)O)[CH:6]=[CH:5][CH:4]=[CH:3][CH:2]=1.[F-].[K+].Cl[C:13]1[CH:18]=[CH:17][C:16]([N+:19]([O-:21])=[O:20])=[CH:15][CH:14]=1. The catalyst is C([O-])(=O)C.[Pd+2].C([O-])(=O)C.C(P(C(C)(C)C)C1C=CC=CC=1C1C=CC=CC=1)(C)(C)C. The product is [N+:19]([C:16]1[CH:17]=[CH:18][C:13]([C:1]2[CH:6]=[CH:5][CH:4]=[CH:3][CH:2]=2)=[CH:14][CH:15]=1)([O-:21])=[O:20]. The yield is 0.980.